Task: Predict the reaction yield, written as a fraction of the theoretical maximum amount of product (1.0 means a 100% yield; for example, 0.34 means a 34% yield).. Dataset: Reaction yield outcomes from USPTO patents with 853,638 reactions (1) The reactants are CS/[C:3](/[NH:18][C:19]1[CH:20]=[C:21]([CH3:25])[CH:22]=[CH:23][CH:24]=1)=[C:4]1/[CH2:5][N:6]([C:11]([O:13][C:14]([CH3:17])([CH3:16])[CH3:15])=[O:12])[CH2:7][CH2:8][C:9]/1=O.O.[NH2:27][NH2:28]. The catalyst is CCO. The product is [C:21]1([CH3:25])[CH:22]=[CH:23][CH:24]=[C:19]([NH:18][C:3]2[C:4]3[CH2:5][N:6]([C:11]([O:13][C:14]([CH3:17])([CH3:16])[CH3:15])=[O:12])[CH2:7][CH2:8][C:9]=3[NH:28][N:27]=2)[CH:20]=1. The yield is 0.670. (2) The reactants are [H-].[Na+].[C:3]([O:7][C:8](=[O:16])[N:9]([CH2:13][CH2:14]Cl)[CH2:10][CH2:11]Cl)([CH3:6])([CH3:5])[CH3:4].[Cl:17][C:18]1[CH:26]=[CH:25][C:21]([CH2:22][C:23]#[N:24])=[CH:20][CH:19]=1. The catalyst is CN(C)C=O. The product is [C:3]([O:7][C:8]([N:9]1[CH2:13][CH2:14][C:22]([C:21]2[CH:25]=[CH:26][C:18]([Cl:17])=[CH:19][CH:20]=2)([C:23]#[N:24])[CH2:11][CH2:10]1)=[O:16])([CH3:6])([CH3:5])[CH3:4]. The yield is 0.700. (3) The catalyst is C1COCC1.C(OCC)(=O)C. The reactants are [C:1]([CH:3]1[CH2:6][N:5]([C:7]([O:9][C:10]([CH3:13])([CH3:12])[CH3:11])=[O:8])[CH2:4]1)#[N:2].[CH3:14][Si]([N-][Si](C)(C)C)(C)C.[Na+].IC.O. The product is [C:10]([O:9][C:7]([N:5]1[CH2:6][C:3]([C:1]#[N:2])([CH3:14])[CH2:4]1)=[O:8])([CH3:13])([CH3:12])[CH3:11]. The yield is 0.420. (4) The reactants are [CH:1]1([CH2:6][CH2:7][C:8]([NH:10][C:11]2[CH:12]=[CH:13][C:14]3[C:19](=[O:20])[O:18][C:17]([CH3:22])([CH3:21])[O:16][C:15]=3[CH:23]=2)=O)[CH2:5][CH2:4][CH2:3][CH2:2]1.B. The catalyst is C1COCC1. The product is [CH:1]1([CH2:6][CH2:7][CH2:8][NH:10][C:11]2[CH:12]=[CH:13][C:14]3[C:19](=[O:20])[O:18][C:17]([CH3:21])([CH3:22])[O:16][C:15]=3[CH:23]=2)[CH2:5][CH2:4][CH2:3][CH2:2]1. The yield is 0.860. (5) The reactants are [Cl:1][C:2]1[CH:10]=[C:6]([C:7]([OH:9])=O)[C:5]([OH:11])=[CH:4][CH:3]=1.[F:12][C:13]1[CH:19]=[CH:18][C:17]([C:20]([F:23])([F:22])[F:21])=[CH:16][C:14]=1[NH2:15]. No catalyst specified. The product is [Cl:1][C:2]1[CH:3]=[CH:4][C:5]([OH:11])=[C:6]([CH:10]=1)[C:7]([NH:15][C:14]1[CH:16]=[C:17]([C:20]([F:21])([F:22])[F:23])[CH:18]=[CH:19][C:13]=1[F:12])=[O:9]. The yield is 0.779. (6) The reactants are [C:1]([C:3]1[CH:32]=[CH:31][C:6]([CH2:7][NH:8][C:9]([N:11]2[CH2:16][CH2:15][N:14]([C:17](=[O:30])[CH2:18][NH:19][C:20](=[O:29])[O:21][CH2:22][C:23]3[CH:28]=[CH:27][CH:26]=[CH:25][CH:24]=3)[CH2:13][CH2:12]2)=[O:10])=[CH:5][CH:4]=1)#[N:2]. The catalyst is CO.[Ni]. The product is [NH2:2][CH2:1][C:3]1[CH:32]=[CH:31][C:6]([CH2:7][NH:8][C:9]([N:11]2[CH2:12][CH2:13][N:14]([C:17](=[O:30])[CH2:18][NH:19][C:20](=[O:29])[O:21][CH2:22][C:23]3[CH:24]=[CH:25][CH:26]=[CH:27][CH:28]=3)[CH2:15][CH2:16]2)=[O:10])=[CH:5][CH:4]=1. The yield is 0.827.